Task: Predict the reactants needed to synthesize the given product.. Dataset: Full USPTO retrosynthesis dataset with 1.9M reactions from patents (1976-2016) (1) Given the product [CH3:1][CH2:2][CH2:3][C@H:4]([NH:10][C@H:11]([C:13]([N:15]1[C@H:23]([C:24]([OH:26])=[O:25])[CH2:22][C@H:21]2[C@@H:16]1[CH2:17][CH2:18][CH2:19][CH2:20]2)=[O:14])[CH3:12])[C:5]([O:7][CH2:8][CH3:9])=[O:6].[NH2:30][C@H:31]([C:39]([OH:41])=[O:40])[CH2:32][CH2:33][CH2:34][NH:35][C:36](=[NH:37])[NH2:38], predict the reactants needed to synthesize it. The reactants are: [CH3:1][CH2:2][CH2:3][C@H:4]([NH:10][C@H:11]([C:13]([N:15]1[C@H:23]([C:24]([OH:26])=[O:25])[CH2:22][C@H:21]2[C@@H:16]1[CH2:17][CH2:18][CH2:19][CH2:20]2)=[O:14])[CH3:12])[C:5]([O:7][CH2:8][CH3:9])=[O:6].CO.O.[NH2:30][C@H:31]([C:39]([OH:41])=[O:40])[CH2:32][CH2:33][CH2:34][NH:35][C:36](=[NH:38])[NH2:37]. (2) Given the product [C:1]([NH:4][C:5]([CH2:21][CH2:22][C:23]([C:25]1[CH:30]=[C:29]([CH3:31])[CH:28]=[CH:27][C:26]=1[OH:32])=[O:24])([C:11]([O:13][CH2:14][CH3:15])=[O:12])[C:6]([O:8][CH2:9][CH3:10])=[O:7])(=[O:3])[CH3:2], predict the reactants needed to synthesize it. The reactants are: [C:1]([NH:4][CH:5]([C:11]([O:13][CH2:14][CH3:15])=[O:12])[C:6]([O:8][CH2:9][CH3:10])=[O:7])(=[O:3])[CH3:2].CC[O-].[Na+].Cl[CH2:21][CH2:22][C:23]([C:25]1[CH:30]=[C:29]([CH3:31])[CH:28]=[CH:27][C:26]=1[OH:32])=[O:24]. (3) Given the product [CH3:53][O:54][C:55]1[CH:56]=[C:57]2[C:62](=[CH:63][CH:64]=1)[CH:61]=[C:60]([C:65]1[CH:66]=[C:67]([NH:71][C:24]([C:19]3[C:20](=[O:23])[O:21][C:22]4[C:17]([CH:18]=3)=[CH:16][CH:15]=[CH:14][C:13]=4[O:12][C:11]([F:10])([F:28])[F:27])=[O:26])[CH:68]=[CH:69][CH:70]=1)[CH:59]=[CH:58]2, predict the reactants needed to synthesize it. The reactants are: CCN(C(C)C)C(C)C.[F:10][C:11]([F:28])([F:27])[O:12][C:13]1[CH:14]=[CH:15][CH:16]=[C:17]2[C:22]=1[O:21][C:20](=[O:23])[C:19]([C:24]([OH:26])=O)=[CH:18]2.CN(C(ON1N=NC2C=CC=NC1=2)=[N+](C)C)C.F[P-](F)(F)(F)(F)F.[CH3:53][O:54][C:55]1[CH:56]=[C:57]2[C:62](=[CH:63][CH:64]=1)[CH:61]=[C:60]([C:65]1[CH:66]=[C:67]([NH2:71])[CH:68]=[CH:69][CH:70]=1)[CH:59]=[CH:58]2. (4) Given the product [Cl:22][CH2:1][C:2]1[CH:11]=[CH:10][C:5]([C:6]([O:8][CH3:9])=[O:7])=[CH:4][N:3]=1, predict the reactants needed to synthesize it. The reactants are: [CH3:1][C:2]1[CH:11]=[CH:10][C:5]([C:6]([O:8][CH3:9])=[O:7])=[CH:4][N+:3]=1[O-].C1(C)C=CC(S([Cl:22])(=O)=O)=CC=1.C(=O)(O)[O-].[Na+]. (5) The reactants are: [O:1]1[CH2:6][CH2:5][CH:4]([N:7]2[CH2:11][CH2:10][CH2:9][C@H:8]2[C:12]([OH:14])=O)[CH2:3][CH2:2]1.N1(OC(N(C)C)=[N+](C)C)C2N=CC=CC=2N=N1.F[P-](F)(F)(F)(F)F.C(N(CC)C(C)C)C.[CH3:47][C:48]([C:58]1[CH:62]=[C:61]([NH2:63])[O:60][N:59]=1)([CH3:57])[CH2:49][O:50][CH:51]1[CH2:56][CH2:55][CH2:54][CH2:53][O:52]1.[H-].[Na+]. Given the product [CH3:57][C:48]([C:58]1[CH:62]=[C:61]([NH:63][C:12]([C@@H:8]2[CH2:9][CH2:10][CH2:11][N:7]2[CH:4]2[CH2:3][CH2:2][O:1][CH2:6][CH2:5]2)=[O:14])[O:60][N:59]=1)([CH3:47])[CH2:49][O:50][CH:51]1[CH2:56][CH2:55][CH2:54][CH2:53][O:52]1, predict the reactants needed to synthesize it. (6) The reactants are: [F:1][C:2]1[CH:3]=[C:4]([C:8](=[O:32])[CH2:9][C:10](=[O:31])[CH:11]=[C:12]2[CH2:17][CH2:16][N:15]([C:18](=[O:30])[C:19]3[CH:24]=[CH:23][C:22]([O:25][CH:26]([CH3:28])[CH3:27])=[C:21]([CH3:29])[CH:20]=3)[CH2:14][CH2:13]2)[CH:5]=[N:6][CH:7]=1.C(O)(=O)C.C(OCC)(=O)C. Given the product [F:1][C:2]1[CH:3]=[C:4]([C:8]2[O:32][C:12]3([CH2:13][CH2:14][N:15]([C:18](=[O:30])[C:19]4[CH:24]=[CH:23][C:22]([O:25][CH:26]([CH3:28])[CH3:27])=[C:21]([CH3:29])[CH:20]=4)[CH2:16][CH2:17]3)[CH2:11][C:10](=[O:31])[CH:9]=2)[CH:5]=[N:6][CH:7]=1, predict the reactants needed to synthesize it. (7) Given the product [CH3:14][O:15][C:16](=[O:24])[C:17]1[CH:22]=[CH:21][N:20]=[C:19]([NH:23][C:8](=[O:10])[CH2:7][O:6][C:5]2[CH:11]=[CH:12][C:2]([Br:1])=[CH:3][C:4]=2[Cl:13])[CH:18]=1, predict the reactants needed to synthesize it. The reactants are: [Br:1][C:2]1[CH:12]=[CH:11][C:5]([O:6][CH2:7][C:8]([OH:10])=O)=[C:4]([Cl:13])[CH:3]=1.[CH3:14][O:15][C:16](=[O:24])[C:17]1[CH:22]=[CH:21][N:20]=[C:19]([NH2:23])[CH:18]=1.C1CN([P+](ON2N=NC3C=CC=CC2=3)(N2CCCC2)N2CCCC2)CC1.F[P-](F)(F)(F)(F)F.C(OCC)(=O)C. (8) Given the product [CH3:36][O:37][C:4]1[N:9]=[C:8]([C:10]2[N:15]=[CH:14][CH:13]=[CH:12][N:11]=2)[N:7]=[C:6]([NH:16][S:17]([CH2:20][CH2:21][CH2:22][C:23]([CH3:26])([CH3:25])[CH3:24])(=[O:19])=[O:18])[C:5]=1[O:27][C:28]1[CH:33]=[CH:32][CH:31]=[CH:30][C:29]=1[O:34][CH3:35], predict the reactants needed to synthesize it. The reactants are: [H-].[Na+].Cl[C:4]1[N:9]=[C:8]([C:10]2[N:15]=[CH:14][CH:13]=[CH:12][N:11]=2)[N:7]=[C:6]([NH:16][S:17]([CH2:20][CH2:21][CH2:22][C:23]([CH3:26])([CH3:25])[CH3:24])(=[O:19])=[O:18])[C:5]=1[O:27][C:28]1[CH:33]=[CH:32][CH:31]=[CH:30][C:29]=1[O:34][CH3:35].[CH3:36][OH:37].